From a dataset of NCI-60 drug combinations with 297,098 pairs across 59 cell lines. Regression. Given two drug SMILES strings and cell line genomic features, predict the synergy score measuring deviation from expected non-interaction effect. (1) Drug 1: COC1=CC(=CC(=C1O)OC)C2C3C(COC3=O)C(C4=CC5=C(C=C24)OCO5)OC6C(C(C7C(O6)COC(O7)C8=CC=CS8)O)O. Drug 2: CCC1(CC2CC(C3=C(CCN(C2)C1)C4=CC=CC=C4N3)(C5=C(C=C6C(=C5)C78CCN9C7C(C=CC9)(C(C(C8N6C)(C(=O)OC)O)OC(=O)C)CC)OC)C(=O)OC)O.OS(=O)(=O)O. Cell line: OVCAR-5. Synergy scores: CSS=40.9, Synergy_ZIP=-3.94, Synergy_Bliss=0.781, Synergy_Loewe=-3.07, Synergy_HSA=2.28. (2) Drug 1: CS(=O)(=O)CCNCC1=CC=C(O1)C2=CC3=C(C=C2)N=CN=C3NC4=CC(=C(C=C4)OCC5=CC(=CC=C5)F)Cl. Drug 2: CC1=C(N=C(N=C1N)C(CC(=O)N)NCC(C(=O)N)N)C(=O)NC(C(C2=CN=CN2)OC3C(C(C(C(O3)CO)O)O)OC4C(C(C(C(O4)CO)O)OC(=O)N)O)C(=O)NC(C)C(C(C)C(=O)NC(C(C)O)C(=O)NCCC5=NC(=CS5)C6=NC(=CS6)C(=O)NCCC[S+](C)C)O. Cell line: UO-31. Synergy scores: CSS=25.8, Synergy_ZIP=-4.95, Synergy_Bliss=2.39, Synergy_Loewe=1.30, Synergy_HSA=2.58.